Dataset: Catalyst prediction with 721,799 reactions and 888 catalyst types from USPTO. Task: Predict which catalyst facilitates the given reaction. (1) Reactant: [Cl:1][C:2]1[CH:3]=[C:4]([CH:6]=[C:7]([C:10]([F:13])([F:12])[F:11])[C:8]=1[F:9])N.N([O-])=O.[Na+].[I-:18].[K+]. Product: [Cl:1][C:2]1[C:8]([F:9])=[C:7]([C:10]([F:13])([F:12])[F:11])[CH:6]=[C:4]([I:18])[CH:3]=1. The catalyst class is: 126. (2) Reactant: [NH2:1][CH:2]1[CH2:6][CH2:5][N:4]([CH2:7][CH:8]([OH:16])[CH2:9][C:10]2[CH:15]=[CH:14][CH:13]=[CH:12][CH:11]=2)[CH2:3]1.CCN(C(C)C)C(C)C.Cl[C:27]1[N:32]=[CH:31][N:30]=[C:29]2[N:33](C3CCCCO3)[N:34]=[CH:35][C:28]=12. Product: [C:10]1([CH2:9][CH:8]([OH:16])[CH2:7][N:4]2[CH2:5][CH2:6][CH:2]([NH:1][C:27]3[N:32]=[CH:31][N:30]=[C:29]4[NH:33][N:34]=[CH:35][C:28]=34)[CH2:3]2)[CH:15]=[CH:14][CH:13]=[CH:12][CH:11]=1. The catalyst class is: 51. (3) Reactant: [Br:1][C:2]1[CH:3]=[N:4][N:5]([CH:18]([CH3:20])[CH3:19])[C:6]=1[C:7]1[CH:12]=[C:11]([N+:13]([O-])=O)[CH:10]=[CH:9][C:8]=1[O:16][CH3:17].Cl[Sn]Cl. Product: [Br:1][C:2]1[CH:3]=[N:4][N:5]([CH:18]([CH3:20])[CH3:19])[C:6]=1[C:7]1[CH:12]=[C:11]([NH2:13])[CH:10]=[CH:9][C:8]=1[O:16][CH3:17]. The catalyst class is: 8. (4) Reactant: [CH3:1][O:2][C:3]1[CH:8]=[CH:7][C:6]([NH:9][C:10]([C@:12]2([CH3:15])[CH2:14][O:13]2)=[O:11])=[CH:5][CH:4]=1.C[C:17]1[CH:22]=[CH:21][C:20]([OH:23])=[CH:19][CH:18]=1.[C:24]([O-:27])([O-])=O.[K+].[K+]. Product: [OH:13][C@@:12]([CH3:15])([CH2:14][O:23][C:20]1[CH:19]=[CH:18][C:17]([O:27][CH3:24])=[CH:22][CH:21]=1)[C:10]([NH:9][C:6]1[CH:7]=[CH:8][C:3]([O:2][CH3:1])=[CH:4][CH:5]=1)=[O:11]. The catalyst class is: 32.